This data is from Full USPTO retrosynthesis dataset with 1.9M reactions from patents (1976-2016). The task is: Predict the reactants needed to synthesize the given product. (1) Given the product [CH3:39][CH:38]([CH3:40])[CH2:37][N:15]([C:13]([C:5]1[N:4]([CH2:3][CH2:2][O:1][S:49]([CH3:48])(=[O:51])=[O:50])[C:8]2[CH:9]=[CH:10][CH:11]=[CH:12][C:7]=2[N:6]=1)=[O:14])[C@H:16]1[CH2:21][C@@H:20]([C:22]([N:24]2[CH2:29][CH2:28][O:27][CH2:26][CH2:25]2)=[O:23])[CH2:19][N:18]([C:30]([O:32][C:33]([CH3:34])([CH3:35])[CH3:36])=[O:31])[CH2:17]1, predict the reactants needed to synthesize it. The reactants are: [OH:1][CH2:2][CH2:3][N:4]1[C:8]2[CH:9]=[CH:10][CH:11]=[CH:12][C:7]=2[N:6]=[C:5]1[C:13]([N:15]([CH2:37][CH:38]([CH3:40])[CH3:39])[C@H:16]1[CH2:21][C@@H:20]([C:22]([N:24]2[CH2:29][CH2:28][O:27][CH2:26][CH2:25]2)=[O:23])[CH2:19][N:18]([C:30]([O:32][C:33]([CH3:36])([CH3:35])[CH3:34])=[O:31])[CH2:17]1)=[O:14].C(N(CC)CC)C.[CH3:48][S:49](Cl)(=[O:51])=[O:50]. (2) Given the product [Cl:42][C:30]1[CH:29]=[C:28]([NH:27][C:20]2[C:19]3[C:24](=[CH:25][CH:26]=[C:17]([NH:16][C:12]4[O:13][CH:14]5[CH2:15][NH:8][CH2:9][CH:10]5[N:11]=4)[CH:18]=3)[N:23]=[CH:22][N:21]=2)[CH:33]=[CH:32][C:31]=1[O:34][CH2:35][C:36]1[CH:41]=[CH:40][CH:39]=[CH:38][N:37]=1, predict the reactants needed to synthesize it. The reactants are: C(OC([N:8]1[CH2:15][CH:14]2[CH:10]([N:11]=[C:12]([NH:16][C:17]3[CH:18]=[C:19]4[C:24](=[CH:25][CH:26]=3)[N:23]=[CH:22][N:21]=[C:20]4[NH:27][C:28]3[CH:33]=[CH:32][C:31]([O:34][CH2:35][C:36]4[CH:41]=[CH:40][CH:39]=[CH:38][N:37]=4)=[C:30]([Cl:42])[CH:29]=3)[O:13]2)[CH2:9]1)=O)(C)(C)C.C(O)(C(F)(F)F)=O.